Dataset: Merck oncology drug combination screen with 23,052 pairs across 39 cell lines. Task: Regression. Given two drug SMILES strings and cell line genomic features, predict the synergy score measuring deviation from expected non-interaction effect. (1) Drug 1: O=S1(=O)NC2(CN1CC(F)(F)F)C1CCC2Cc2cc(C=CCN3CCC(C(F)(F)F)CC3)ccc2C1. Drug 2: COc1cccc2c1C(=O)c1c(O)c3c(c(O)c1C2=O)CC(O)(C(=O)CO)CC3OC1CC(N)C(O)C(C)O1. Cell line: OCUBM. Synergy scores: synergy=0.457. (2) Drug 1: O=c1[nH]cc(F)c(=O)[nH]1. Drug 2: O=C(O)C1(Cc2cccc(Nc3nccs3)n2)CCC(Oc2cccc(Cl)c2F)CC1. Cell line: CAOV3. Synergy scores: synergy=-13.0. (3) Drug 1: N#Cc1ccc(Cn2cncc2CN2CCN(c3cccc(Cl)c3)C(=O)C2)cc1. Drug 2: COC1CC2CCC(C)C(O)(O2)C(=O)C(=O)N2CCCCC2C(=O)OC(C(C)CC2CCC(OP(C)(C)=O)C(OC)C2)CC(=O)C(C)C=C(C)C(O)C(OC)C(=O)C(C)CC(C)C=CC=CC=C1C. Cell line: A375. Synergy scores: synergy=34.6.